This data is from Full USPTO retrosynthesis dataset with 1.9M reactions from patents (1976-2016). The task is: Predict the reactants needed to synthesize the given product. (1) Given the product [Cl:10][C:11]1[CH:16]=[CH:15][C:14]([S:6]([CH3:5])(=[O:9])=[O:7])=[C:13]([Cl:17])[C:12]=1[CH3:18], predict the reactants needed to synthesize it. The reactants are: S(Cl)(Cl)=O.[CH3:5][S:6]([OH:9])(=O)=[O:7].[Cl:10][C:11]1[CH:16]=[CH:15][CH:14]=[C:13]([Cl:17])[C:12]=1[CH3:18]. (2) Given the product [Cl:1][C:2]1[CH:7]=[C:6]([N:8]2[C:17]3[C:12](=[CH:13][C:14]([S:18]([NH:43][C:44]4[S:45][CH:46]=[N:47][N:48]=4)(=[O:21])=[O:19])=[CH:15][CH:16]=3)[CH:11]=[CH:10][C:9]2=[O:33])[C:5]([O:34][CH3:35])=[CH:4][C:3]=1[C:36]1[CH:41]=[CH:40][CH:39]=[C:38]([F:42])[CH:37]=1, predict the reactants needed to synthesize it. The reactants are: [Cl:1][C:2]1[CH:7]=[C:6]([N:8]2[C:17]3[C:12](=[CH:13][C:14]([S:18]([O:21]C4C(F)=C(F)C(F)=C(F)C=4F)(=O)=[O:19])=[CH:15][CH:16]=3)[CH:11]=[CH:10][C:9]2=[O:33])[C:5]([O:34][CH3:35])=[CH:4][C:3]=1[C:36]1[CH:41]=[CH:40][CH:39]=[C:38]([F:42])[CH:37]=1.[NH2:43][C:44]1[S:45][CH:46]=[N:47][N:48]=1.C(=O)([O-])[O-].[Cs+].[Cs+].